Dataset: Reaction yield outcomes from USPTO patents with 853,638 reactions. Task: Predict the reaction yield, written as a fraction of the theoretical maximum amount of product (1.0 means a 100% yield; for example, 0.34 means a 34% yield). The reactants are F[C:2]1[C:7]([N:8]2[C:12]([S:13]([C:16]3[CH:21]=[CH:20][CH:19]=[CH:18][CH:17]=3)(=[O:15])=[O:14])=[CH:11][C:10]([CH2:22][N:23]([CH3:31])[C:24](=[O:30])[O:25][C:26]([CH3:29])([CH3:28])[CH3:27])=[N:9]2)=[CH:6][CH:5]=[CH:4][N:3]=1.[CH3:32][O-:33].[Na+].CO. The catalyst is CO. The product is [CH3:32][O:33][C:2]1[C:7]([N:8]2[C:12]([S:13]([C:16]3[CH:21]=[CH:20][CH:19]=[CH:18][CH:17]=3)(=[O:15])=[O:14])=[CH:11][C:10]([CH2:22][N:23]([CH3:31])[C:24](=[O:30])[O:25][C:26]([CH3:29])([CH3:28])[CH3:27])=[N:9]2)=[CH:6][CH:5]=[CH:4][N:3]=1. The yield is 0.780.